Dataset: Full USPTO retrosynthesis dataset with 1.9M reactions from patents (1976-2016). Task: Predict the reactants needed to synthesize the given product. (1) Given the product [NH2:1][C:2]1[N:11]=[CH:10][C:9]2[C:8]([NH:20][CH2:19][C:18]3[CH:21]=[CH:22][CH:23]=[C:16]([N:15]([CH3:24])[CH3:14])[CH:17]=3)=[N:7][CH:6]=[N:5][C:4]=2[CH:3]=1, predict the reactants needed to synthesize it. The reactants are: [NH2:1][C:2]1[N:11]=[CH:10][C:9]2[C:8](SC)=[N:7][CH:6]=[N:5][C:4]=2[CH:3]=1.[CH3:14][N:15]([CH3:24])[C:16]1[CH:17]=[C:18]([CH:21]=[CH:22][CH:23]=1)[CH2:19][NH2:20]. (2) Given the product [Cl:8][C:5]1[CH:6]=[CH:7][C:2]([C:17]2[CH2:22][CH2:21][N:20]([NH:23][C:24]([O:26][C:27]([CH3:30])([CH3:29])[CH3:28])=[O:25])[CH2:19][CH:18]=2)=[N:3][CH:4]=1, predict the reactants needed to synthesize it. The reactants are: Br[C:2]1[CH:7]=[CH:6][C:5]([Cl:8])=[CH:4][N:3]=1.CC1(C)C(C)(C)OB([C:17]2[CH2:18][CH2:19][N:20]([NH:23][C:24]([O:26][C:27]([CH3:30])([CH3:29])[CH3:28])=[O:25])[CH2:21][CH:22]=2)O1.C(=O)([O-])[O-].[K+].[K+]. (3) Given the product [CH:1]([NH:4][C:5]([C:7]1[N:8]([CH3:34])[C:9]([CH2:22][NH:23][S:24]([C:27]2[CH:32]=[CH:31][CH:30]=[C:29]([Cl:33])[CH:28]=2)(=[O:25])=[O:26])=[CH:10][C:11](=[O:21])[C:12]=1[OH:13])=[O:6])([CH3:3])[CH3:2], predict the reactants needed to synthesize it. The reactants are: [CH:1]([NH:4][C:5]([C:7]1[N:8]([CH3:34])[C:9]([CH2:22][NH:23][S:24]([C:27]2[CH:32]=[CH:31][CH:30]=[C:29]([Cl:33])[CH:28]=2)(=[O:26])=[O:25])=[CH:10][C:11](=[O:21])[C:12]=1[O:13]CC1C=CC=CC=1)=[O:6])([CH3:3])[CH3:2].C1(S(C(N)C2N(C)C(C(O)=O)=C(O)C(=O)C=2)(=O)=O)C=CC=CC=1. (4) Given the product [Br-:15].[CH2:1]([N:5]([C:9]1[CH:14]=[CH:13][CH:12]=[CH:11][CH:10]=1)[C:6]([O:16][C@@H:17]1[CH:22]2[CH2:21][CH2:20][N+:19]([CH2:25][CH:26]=[CH:27][C:28]3[CH:29]=[CH:30][CH:31]=[CH:32][CH:33]=3)([CH2:24][CH2:23]2)[CH2:18]1)=[O:7])[CH2:2][CH2:3][CH3:4], predict the reactants needed to synthesize it. The reactants are: [CH2:1]([N:5]([C:9]1[CH:14]=[CH:13][CH:12]=[CH:11][CH:10]=1)[C:6](Cl)=[O:7])[CH2:2][CH2:3][CH3:4].[Br-:15].[OH:16][C@@H:17]1[CH:22]2[CH2:23][CH2:24][N+:19]([CH2:25][CH:26]=[CH:27][C:28]3[CH:33]=[CH:32][CH:31]=[CH:30][CH:29]=3)([CH2:20][CH2:21]2)[CH2:18]1.